This data is from M1 muscarinic receptor antagonist screen with 61,756 compounds. The task is: Binary Classification. Given a drug SMILES string, predict its activity (active/inactive) in a high-throughput screening assay against a specified biological target. (1) The compound is O=C1CN(C(N)=C1c1[nH]c2c(c(=O)n1)cccc2)c1ccc(cc1)C(OCC)=O. The result is 0 (inactive). (2) The drug is S(c1n(c(nn1)Cc1ccccc1)CC)CC(=O)Nc1cc2OCCOc2cc1. The result is 0 (inactive). (3) The molecule is N1c2c(N=C(C=C1C)C)ccc(c2)C. The result is 0 (inactive). (4) The drug is S(c1n(c2ncccc2n1)c1c(OC)cccc1)CC(=O)N(CC)CC. The result is 0 (inactive). (5) The molecule is O=c1n2[nH]cnc2nc(c1CC(OC)=O)C. The result is 0 (inactive).